Dataset: Reaction yield outcomes from USPTO patents with 853,638 reactions. Task: Predict the reaction yield, written as a fraction of the theoretical maximum amount of product (1.0 means a 100% yield; for example, 0.34 means a 34% yield). (1) The reactants are [Cl:1][C:2]1[CH:7]=[CH:6][C:5]([N+:8]([O-:10])=[O:9])=[CH:4][C:3]=1[OH:11].C([O-])([O-])=O.[K+].[K+].[CH2:18](Br)[CH:19]=[CH2:20]. The catalyst is CN(C=O)C. The product is [CH2:20]([O:11][C:3]1[CH:4]=[C:5]([N+:8]([O-:10])=[O:9])[CH:6]=[CH:7][C:2]=1[Cl:1])[CH:19]=[CH2:18]. The yield is 0.720. (2) The reactants are [CH3:1][O:2][C:3](=[O:59])[NH:4][C@@H:5]1[CH:13]2[C:14](=[O:57])[CH2:15][C@H:16]([C:18](=O)[NH:19][CH2:20][C:21]([C:23]3[CH:28]=[CH:27][C:26]([C:29]4[CH:34]=[CH:33][C:32]([C:35]5[NH:36][C:37]([C@H:40]6[CH2:44][CH2:43][CH2:42][N:41]6[C:45](=[O:55])[C@H:46]([NH:50][C:51]([O:53][CH3:54])=[O:52])[CH:47]([CH3:49])[CH3:48])=[N:38][CH:39]=5)=[CH:31][CH:30]=4)=[CH:25][CH:24]=3)=O)[CH2:17][N:11]3[C:12]2=[C:8]([CH:9]=[C:10]3[Br:58])[CH2:7][CH2:6]1.C([O-])(=O)C.[NH4+:64].C1(C)C(C)=CC=CC=1. The catalyst is C(OCC)(=O)C. The product is [CH3:1][O:2][C:3](=[O:59])[NH:4][C@@H:5]1[CH:13]2[C:14](=[O:57])[CH2:15][C@H:16]([C:18]3[NH:64][C:21]([C:23]4[CH:24]=[CH:25][C:26]([C:29]5[CH:34]=[CH:33][C:32]([C:35]6[NH:36][C:37]([C@H:40]7[CH2:44][CH2:43][CH2:42][N:41]7[C:45](=[O:55])[C@H:46]([NH:50][C:51]([O:53][CH3:54])=[O:52])[CH:47]([CH3:48])[CH3:49])=[N:38][CH:39]=6)=[CH:31][CH:30]=5)=[CH:27][CH:28]=4)=[CH:20][N:19]=3)[CH2:17][N:11]3[C:12]2=[C:8]([CH:9]=[C:10]3[Br:58])[CH2:7][CH2:6]1. The yield is 0.250. (3) The reactants are [OH:1][C@@H:2]1[CH2:7][CH2:6][C@H:5]([C:8]([O:10][CH3:11])=[O:9])[C@H:4]([O:12][CH3:13])[CH2:3]1.[CH3:14][S:15](Cl)(=[O:17])=[O:16]. The catalyst is ClCCl. The product is [CH3:13][O:12][C@@H:4]1[CH2:3][C@H:2]([O:1][S:15]([CH3:14])(=[O:17])=[O:16])[CH2:7][CH2:6][C@@H:5]1[C:8]([O:10][CH3:11])=[O:9]. The yield is 0.930. (4) The reactants are [OH:1][C:2]1[C:3]([C:12](=[O:14])[CH3:13])=[CH:4][C:5]2[C:10]([CH:11]=1)=[CH:9][CH:8]=[CH:7][CH:6]=2.Cl[C:16]1[C:25]2[C:20](=[CH:21][C:22]([O:28][CH3:29])=[C:23]([O:26][CH3:27])[CH:24]=2)[N:19]=[CH:18][CH:17]=1. The catalyst is CN(C1C=CN=CC=1)C.ClC1C=CC=CC=1Cl. The product is [CH3:27][O:26][C:23]1[CH:24]=[C:25]2[C:20](=[CH:21][C:22]=1[O:28][CH3:29])[N:19]=[CH:18][CH:17]=[C:16]2[O:1][C:2]1[C:3]([C:12](=[O:14])[CH3:13])=[CH:4][C:5]2[C:10]([CH:11]=1)=[CH:9][CH:8]=[CH:7][CH:6]=2. The yield is 0.160. (5) The reactants are Br[C:2]1[C:10]2[C:5](=[CH:6][CH:7]=[C:8]([C:11]#[N:12])[CH:9]=2)[N:4](C2CCCCO2)[N:3]=1.[CH3:19][O:20][C:21]1[CH:22]=[C:23]2[C:28](=[CH:29][CH:30]=1)[CH:27]=[C:26](B(O)O)[CH:25]=[CH:24]2.ClCCl.P([O-])([O-])([O-])=O.[K+].[K+].[K+].Cl. The catalyst is COCCOC.CO. The product is [CH3:19][O:20][C:21]1[CH:22]=[C:23]2[C:28](=[CH:29][CH:30]=1)[CH:27]=[C:26]([C:2]1[C:10]3[C:5](=[CH:6][CH:7]=[C:8]([C:11]#[N:12])[CH:9]=3)[NH:4][N:3]=1)[CH:25]=[CH:24]2. The yield is 0.470.